From a dataset of Reaction yield outcomes from USPTO patents with 853,638 reactions. Predict the reaction yield, written as a fraction of the theoretical maximum amount of product (1.0 means a 100% yield; for example, 0.34 means a 34% yield). (1) The reactants are [H-].[Na+].[OH:3][CH2:4][C:5]1[CH:6]=[C:7]([CH:11]=[C:12]([S:14]([F:19])([F:18])([F:17])([F:16])[F:15])[CH:13]=1)[C:8]([OH:10])=[O:9].[CH3:20][O:21][CH2:22][CH2:23]Br.CO. The catalyst is CN(C=O)C. The product is [OH:3][CH2:4][C:5]1[CH:6]=[C:7]([CH:11]=[C:12]([S:14]([F:19])([F:15])([F:16])([F:17])[F:18])[CH:13]=1)[C:8]([O:10][CH2:23][CH2:22][O:21][CH3:20])=[O:9]. The yield is 0.570. (2) The reactants are [N:1]1([CH:7]=[CH:8][C:9]([O:11][CH2:12][CH3:13])=[O:10])[CH2:6][CH2:5][CH2:4][CH2:3][CH2:2]1.[F:14][CH:15]([F:19])[C:16](F)=[O:17].C(N(CC)CC)C. The catalyst is C1(C)C=CC=CC=1. The product is [F:14][CH:15]([F:19])[C:16](=[O:17])[C:8](=[CH:7][N:1]1[CH2:6][CH2:5][CH2:4][CH2:3][CH2:2]1)[C:9]([O:11][CH2:12][CH3:13])=[O:10]. The yield is 0.834. (3) The product is [CH3:13][O:12][C:4]1[CH:5]=[C:6]([S:8]([NH2:11])(=[O:10])=[O:9])[S:7][CH:3]=1. The yield is 0.860. The catalyst is C1COCC1. The reactants are C[Si](C)(C)[C:3]1[S:7][C:6]([S:8]([NH2:11])(=[O:10])=[O:9])=[CH:5][C:4]=1[O:12][CH3:13].[F-].C([N+](CCCC)(CCCC)CCCC)CCC. (4) The reactants are COC[O:4][C:5]1[CH:10]=[CH:9][C:8]([N:11]2[C:14]([CH3:16])([CH3:15])[C:13](=[O:17])[N:12]2[CH:18]2[CH:25]3[CH2:26][CH:21]4[CH2:22][CH:23]([CH2:27][CH:19]2[CH2:20]4)[CH2:24]3)=[CH:7][CH:6]=1.Cl.[Cl-].[NH4+]. The catalyst is CO. The product is [CH3:15][C:14]1([CH3:16])[N:11]([C:8]2[CH:9]=[CH:10][C:5]([OH:4])=[CH:6][CH:7]=2)[N:12]([CH:18]2[CH:19]3[CH2:27][CH:23]4[CH2:22][CH:21]([CH2:26][CH:25]2[CH2:24]4)[CH2:20]3)[C:13]1=[O:17]. The yield is 0.688. (5) The reactants are [Cl:1][C:2]1[CH:3]=[C:4]([N:8]2[N:12]=[N:11][C:10]([C@@H:13]3[N:17]4[CH2:18][CH2:19][NH:20][CH2:21][C@@H:16]4[CH2:15][CH2:14]3)=[N:9]2)[CH:5]=[CH:6][CH:7]=1.Cl[C:23]1[C:24]([C:29]#[N:30])=[N:25][CH:26]=[CH:27][N:28]=1.CCN(CC)CC. The catalyst is C1COCC1. The product is [Cl:1][C:2]1[CH:3]=[C:4]([N:8]2[N:12]=[N:11][C:10]([C@@H:13]3[N:17]4[CH2:18][CH2:19][N:20]([C:23]5[C:24]([C:29]#[N:30])=[N:25][CH:26]=[CH:27][N:28]=5)[CH2:21][C@@H:16]4[CH2:15][CH2:14]3)=[N:9]2)[CH:5]=[CH:6][CH:7]=1. The yield is 0.445. (6) The reactants are [CH2:1]([C:3]1[CH:8]=[CH:7][C:6]([N:9]2[CH2:24][CH:12]3[CH2:13][N:14](C(OC(C)(C)C)=O)[CH2:15][CH2:16][N:11]3[C:10]2=[O:25])=[CH:5][CH:4]=1)[CH3:2].C(OCC)(=O)C.[ClH:32]. No catalyst specified. The product is [ClH:32].[CH2:1]([C:3]1[CH:4]=[CH:5][C:6]([N:9]2[CH2:24][CH:12]3[CH2:13][NH:14][CH2:15][CH2:16][N:11]3[C:10]2=[O:25])=[CH:7][CH:8]=1)[CH3:2]. The yield is 0.880. (7) The reactants are [N:1]1[C:6]2[S:7][CH:8]=[CH:9][C:5]=2[C:4](=[O:10])[NH:3][CH:2]=1.[F:11][C:12]([F:16])([F:15])[CH2:13]I.C(=O)([O-])[O-].[Cs+].[Cs+].O. The catalyst is CN(C=O)C. The product is [F:11][C:12]([F:16])([F:15])[CH2:13][N:3]1[C:4](=[O:10])[C:5]2[CH:9]=[CH:8][S:7][C:6]=2[N:1]=[CH:2]1. The yield is 0.700.